Dataset: Catalyst prediction with 721,799 reactions and 888 catalyst types from USPTO. Task: Predict which catalyst facilitates the given reaction. (1) Reactant: [Cl:1][C:2]1[CH:7]=[CH:6][C:5]([C:8]2[C:12]3[CH2:13][N:14]([S:17]([CH3:20])(=[O:19])=[O:18])[CH2:15][CH2:16][C:11]=3[N:10]([CH2:21][CH2:22][CH2:23][N:24]3[CH2:29][CH2:28][O:27][CH2:26][C@@H:25]3[CH3:30])[N:9]=2)=[CH:4][C:3]=1[C:31]#[C:32][C:33]1[CH:42]=[C:41]2[C:36]([CH2:37][CH2:38][NH:39][CH2:40]2)=[CH:35][CH:34]=1.[CH3:43][C:44]([CH3:46])=O.C(O[BH-](OC(=O)C)OC(=O)C)(=O)C.[Na+]. Product: [Cl:1][C:2]1[CH:7]=[CH:6][C:5]([C:8]2[C:12]3[CH2:13][N:14]([S:17]([CH3:20])(=[O:19])=[O:18])[CH2:15][CH2:16][C:11]=3[N:10]([CH2:21][CH2:22][CH2:23][N:24]3[CH2:29][CH2:28][O:27][CH2:26][C@@H:25]3[CH3:30])[N:9]=2)=[CH:4][C:3]=1[C:31]#[C:32][C:33]1[CH:42]=[C:41]2[C:36]([CH2:37][CH2:38][N:39]([CH:44]([CH3:46])[CH3:43])[CH2:40]2)=[CH:35][CH:34]=1. The catalyst class is: 2. (2) Reactant: [O:1]1[C:5](=[O:6])[CH2:4][CH2:3][C:2]1=[O:7].[CH3:8][C:9]1[C:15]([CH3:16])=[CH:14][CH:13]=[CH:12][C:10]=1[NH2:11]. The catalyst class is: 2. Product: [CH3:8][C:9]1[C:15]([CH3:16])=[CH:14][CH:13]=[CH:12][C:10]=1[NH:11][C:5](=[O:6])[CH2:4][CH2:3][C:2]([OH:1])=[O:7]. (3) Reactant: C[O:2][C:3]([CH:5]1[CH:10]([NH:11][S:12]([C:15]2[CH:20]=[CH:19][C:18]([O:21][CH2:22][C:23]3[C:32]4[C:27](=[CH:28][CH:29]=[CH:30][CH:31]=4)[N:26]=[C:25]([CH3:33])[CH:24]=3)=[CH:17][CH:16]=2)(=[O:14])=[O:13])[CH2:9][CH2:8][N:7](C(OC(C)(C)C)=O)[CH2:6]1)=[O:4].Cl. Product: [CH3:33][C:25]1[CH:24]=[C:23]([CH2:22][O:21][C:18]2[CH:19]=[CH:20][C:15]([S:12]([NH:11][C@@H:10]3[CH2:9][CH2:8][NH:7][CH2:6][C@@H:5]3[C:3]([OH:4])=[O:2])(=[O:13])=[O:14])=[CH:16][CH:17]=2)[C:32]2[C:27](=[CH:28][CH:29]=[CH:30][CH:31]=2)[N:26]=1. The catalyst class is: 12. (4) Reactant: [C:1]([O:5][C:6]([NH:8][CH2:9][C:10]1[CH:15]=[CH:14][C:13]([N:16]2[C:22]3[CH:23]=[CH:24][CH:25]=[CH:26][C:21]=3[N:20]([CH2:27][C:28]([O:30][CH3:31])=[O:29])[C:19](=[O:32])[CH2:18][C:17]2=[O:33])=[CH:12][CH:11]=1)=[O:7])([CH3:4])([CH3:3])[CH3:2].[H-].[Na+].Br[CH2:37][C:38]([O:40][CH2:41][C:42]1[CH:47]=[CH:46][CH:45]=[CH:44][CH:43]=1)=[O:39]. Product: [C:1]([O:5][C:6]([NH:8][CH2:9][C:10]1[CH:11]=[CH:12][C:13]([N:16]2[C:22]3[CH:23]=[CH:24][CH:25]=[CH:26][C:21]=3[N:20]([CH2:27][C:28]([O:30][CH3:31])=[O:29])[C:19](=[O:32])[CH:18]([CH2:37][C:38]([O:40][CH2:41][C:42]3[CH:47]=[CH:46][CH:45]=[CH:44][CH:43]=3)=[O:39])[C:17]2=[O:33])=[CH:14][CH:15]=1)=[O:7])([CH3:4])([CH3:2])[CH3:3]. The catalyst class is: 9.